Dataset: Forward reaction prediction with 1.9M reactions from USPTO patents (1976-2016). Task: Predict the product of the given reaction. (1) Given the reactants OC(C1C=CC=CC=1)(C1C=CC=CC=1)C1CCN(CCCC([C:14]2[CH:19]=[CH:18][C:17]([C:20]([CH3:25])([CH3:24])[C:21]([OH:23])=[O:22])=[CH:16][CH:15]=2)=O)CC1.[BH4-].[Na+], predict the reaction product. The product is: [CH3:25][C:20]([C:17]1[CH:18]=[CH:19][CH:14]=[CH:15][CH:16]=1)([CH3:24])[C:21]([OH:23])=[O:22]. (2) Given the reactants [Cl:1][C:2]1[CH:3]=[C:4]([CH:9]=[CH:10][CH:11]=1)[C:5]([NH:7][NH2:8])=O.Cl.[CH3:13][NH:14][C:15](=NC)[CH2:16][CH2:17][CH2:18][CH:19]=[CH2:20], predict the reaction product. The product is: [Cl:1][C:2]1[CH:3]=[C:4]([C:5]2[N:14]([CH3:13])[C:15]([CH2:16][CH2:17][CH2:18][CH:19]=[CH2:20])=[N:8][N:7]=2)[CH:9]=[CH:10][CH:11]=1. (3) Given the reactants CO[C:3]([C:5]1[C:6]([OH:38])=[C:7]2[C:12](=[C:13]([C:15]3[CH:16]=[N:17][C:18]([O:21][CH2:22][CH3:23])=[N:19][CH:20]=3)[N:14]=1)[N:11](CC1C=CC=CC=1)[C:10](=[O:31])[C:9]([C:32]1[CH:37]=[CH:36][CH:35]=[CH:34][CH:33]=1)=[CH:8]2)=[O:4].[NH2:39][CH2:40][CH2:41][C:42]([OH:44])=[O:43].C[O-].[Na+], predict the reaction product. The product is: [CH2:9]([N:14]1[C:13]([C:15]2[CH:20]=[N:19][C:18]([O:21][CH2:22][CH3:23])=[N:17][CH:16]=2)=[C:12]2[C:7](=[CH:8][CH:9]([C:32]3[CH:33]=[CH:34][CH:35]=[CH:36][CH:37]=3)[C:10](=[O:31])[NH:11]2)[C:3]([OH:4])=[C:5]1[C:6]([NH:39][CH2:40][CH2:41][C:42]([OH:44])=[O:43])=[O:38])[C:32]1[CH:37]=[CH:36][CH:35]=[CH:34][CH:33]=1. (4) Given the reactants C(OC([NH:8][CH2:9][CH2:10][O:11][C:12](=[O:29])[CH2:13][C:14]1[CH:19]=[CH:18][CH:17]=[CH:16][C:15]=1[NH:20][C:21]1[C:26]([Cl:27])=[CH:25][CH:24]=[CH:23][C:22]=1[Cl:28])=O)(C)(C)C.C(O)(C(F)(F)F)=O, predict the reaction product. The product is: [NH2:8][CH2:9][CH2:10][O:11][C:12](=[O:29])[CH2:13][C:14]1[CH:19]=[CH:18][CH:17]=[CH:16][C:15]=1[NH:20][C:21]1[C:26]([Cl:27])=[CH:25][CH:24]=[CH:23][C:22]=1[Cl:28].